Dataset: Forward reaction prediction with 1.9M reactions from USPTO patents (1976-2016). Task: Predict the product of the given reaction. (1) Given the reactants [CH3:1][O:2][C:3]1[CH:18]=[CH:17][C:6]2[C:7](=O)[NH:8][C:9]3[CH:15]=[CH:14][CH:13]=[CH:12][C:10]=3[O:11][C:5]=2[CH:4]=1.[H-].[H-].[H-].[H-].[Li+].[Al+3], predict the reaction product. The product is: [CH3:1][O:2][C:3]1[CH:18]=[CH:17][C:6]2[CH2:7][NH:8][C:9]3[CH:15]=[CH:14][CH:13]=[CH:12][C:10]=3[O:11][C:5]=2[CH:4]=1. (2) Given the reactants [N:1]1[CH:6]=[CH:5][CH:4]=[CH:3][C:2]=1[CH2:7][C:8]1[CH:9]=[CH:10][C:11]2[O:15][C:14](B(O)O)=[CH:13][C:12]=2[CH:19]=1.C([O-])(=O)C.[K+].Br[C:26]1[CH:41]=[CH:40][C:29]([CH2:30][N:31]2[CH2:34][CH:33]([C:35]([O:37][CH2:38][CH3:39])=[O:36])[CH2:32]2)=[CH:28][C:27]=1[F:42], predict the reaction product. The product is: [F:42][C:27]1[CH:28]=[C:29]([CH2:30][N:31]2[CH2:34][CH:33]([C:35]([O:37][CH2:38][CH3:39])=[O:36])[CH2:32]2)[CH:40]=[CH:41][C:26]=1[C:14]1[O:15][C:11]2[CH:10]=[CH:9][C:8]([CH2:7][C:2]3[CH:3]=[CH:4][CH:5]=[CH:6][N:1]=3)=[CH:19][C:12]=2[CH:13]=1. (3) Given the reactants [Cl:1][C:2]1[C:7]([Cl:8])=[C:6]([OH:9])[CH:5]=[CH:4][C:3]=1[CH:10]([CH3:25])[C:11]([C:17]1[CH:18]=[CH:19][C:20](=[O:24])[N:21]([CH3:23])[CH:22]=1)([OH:16])[C:12]([F:15])([F:14])[F:13].[CH3:26][O:27][C:28]([C:30]1[CH:35]=[CH:34][C:33](B(O)O)=[CH:32][CH:31]=1)=[O:29], predict the reaction product. The product is: [CH3:26][O:27][C:28](=[O:29])[C:30]1[CH:35]=[CH:34][C:33]([O:9][C:6]2[CH:5]=[CH:4][C:3]([CH:10]([CH3:25])[C:11]([OH:16])([C:17]3[CH:18]=[CH:19][C:20](=[O:24])[N:21]([CH3:23])[CH:22]=3)[C:12]([F:15])([F:13])[F:14])=[C:2]([Cl:1])[C:7]=2[Cl:8])=[CH:32][CH:31]=1. (4) The product is: [Br:1][C:2]1[C:3]([NH2:12])=[N:4][C:5]([N:13]2[C:21]3[C:16](=[CH:17][CH:18]=[CH:19][CH:20]=3)[CH:15]=[N:14]2)=[N:6][C:7]=1[Cl:8]. Given the reactants [Br:1][C:2]1[C:3]([NH2:12])=[N:4][C:5](S(C)=O)=[N:6][C:7]=1[Cl:8].[NH:13]1[C:21]2[C:16](=[CH:17][CH:18]=[CH:19][CH:20]=2)[CH:15]=[N:14]1.C(=O)([O-])[O-].[Cs+].[Cs+], predict the reaction product.